Dataset: Full USPTO retrosynthesis dataset with 1.9M reactions from patents (1976-2016). Task: Predict the reactants needed to synthesize the given product. (1) Given the product [F:49][C:50]1[CH:51]=[CH:52][C:53]([N:59]2[N:63]=[CH:62][CH:61]=[N:60]2)=[C:54]([CH:58]=1)[C:55]([NH:46][C@H:42]1[CH2:43][CH2:44][CH2:45][C@@H:41]1[NH:40][C:37]1[CH:36]=[N:35][C:34]([C:33]([F:32])([F:47])[F:48])=[CH:39][N:38]=1)=[O:56], predict the reactants needed to synthesize it. The reactants are: N1(C2C=CC=CC=2C(N[C@H]2CCC[C@@H]2NC2C=NC(C(F)(F)F)=CN=2)=O)C=CC=N1.Cl.[F:32][C:33]([F:48])([F:47])[C:34]1[N:35]=[CH:36][C:37]([NH:40][C@H:41]2[CH2:45][CH2:44][CH2:43][C@@H:42]2[NH2:46])=[N:38][CH:39]=1.[F:49][C:50]1[CH:51]=[CH:52][C:53]([N:59]2[N:63]=[CH:62][CH:61]=[N:60]2)=[C:54]([CH:58]=1)[C:55](O)=[O:56]. (2) Given the product [C:1]([O:5][C:6]([N:8]1[C:16]2[CH:15]=[C:14]([CH:17]([O:24][CH3:29])[C:18]3[CH:19]=[CH:20][CH:21]=[CH:22][CH:23]=3)[N:13]=[CH:12][C:11]=2[C:10]([CH3:26])([CH3:25])[CH2:9]1)=[O:7])([CH3:4])([CH3:2])[CH3:3], predict the reactants needed to synthesize it. The reactants are: [C:1]([O:5][C:6]([N:8]1[C:16]2[CH:15]=[C:14]([CH:17]([OH:24])[C:18]3[CH:23]=[CH:22][CH:21]=[CH:20][CH:19]=3)[N:13]=[CH:12][C:11]=2[C:10]([CH3:26])([CH3:25])[CH2:9]1)=[O:7])([CH3:4])([CH3:3])[CH3:2].[H-].[Na+].[CH3:29]I.O. (3) Given the product [Cl:15][CH2:16][C:17]([C:4]1[CH:3]=[C:2]([CH3:1])[CH:7]=[CH:6][C:5]=1[O:8][CH3:9])([CH3:19])[CH3:18], predict the reactants needed to synthesize it. The reactants are: [CH3:1][C:2]1[CH:7]=[CH:6][C:5]([O:8][CH3:9])=[CH:4][CH:3]=1.S(=O)(=O)(O)O.[Cl:15][CH2:16][C:17]([CH3:19])=[CH2:18]. (4) Given the product [CH:5]12[O:8][CH:1]([CH2:7][CH2:6]1)[CH2:2][N:3]([C:9]1[S:10][CH:11]=[C:12]([CH2:14][OH:15])[N:13]=1)[CH2:4]2, predict the reactants needed to synthesize it. The reactants are: [CH:1]12[O:8][CH:5]([CH2:6][CH2:7]1)[CH2:4][N:3]([C:9]1[S:10][CH:11]=[C:12]([C:14](OC)=[O:15])[N:13]=1)[CH2:2]2.[Li+].[BH4-].CO. (5) The reactants are: [F:1][C:2]1[CH:3]=[C:4]([CH:8]=[CH:9][CH:10]=1)[C:5](Cl)=[O:6].[CH3:11][O:12][C:13]1[CH:14]=[C:15]([C:19]2([OH:25])[CH2:24][CH2:23][CH2:22][NH:21][CH2:20]2)[CH:16]=[CH:17][CH:18]=1. Given the product [F:1][C:2]1[CH:3]=[C:4]([C:5]([N:21]2[CH2:22][CH2:23][CH2:24][C:19]([OH:25])([C:15]3[CH:16]=[CH:17][CH:18]=[C:13]([O:12][CH3:11])[CH:14]=3)[CH2:20]2)=[O:6])[CH:8]=[CH:9][CH:10]=1, predict the reactants needed to synthesize it. (6) The reactants are: [NH2:1][C:2]1[CH:10]=[C:9]([C:11]2[C:16]([C:17]([F:20])([F:19])[F:18])=[CH:15][CH:14]=[CH:13][N:12]=2)[CH:8]=[CH:7][C:3]=1[C:4]([NH2:6])=[O:5].N1C=CC=CC=1.[CH2:27]([O:34][CH2:35][CH2:36][CH2:37][C:38](Cl)=O)[C:28]1[CH:33]=[CH:32][CH:31]=[CH:30][CH:29]=1.[OH-].[Na+]. Given the product [CH2:27]([O:34][CH2:35][CH2:36][CH2:37][C:38]1[N:6]=[C:4]([OH:5])[C:3]2[C:2](=[CH:10][C:9]([C:11]3[C:16]([C:17]([F:20])([F:18])[F:19])=[CH:15][CH:14]=[CH:13][N:12]=3)=[CH:8][CH:7]=2)[N:1]=1)[C:28]1[CH:33]=[CH:32][CH:31]=[CH:30][CH:29]=1, predict the reactants needed to synthesize it. (7) Given the product [CH3:23][C:22]1[S:25][CH:15]([C:16]2[CH:21]=[CH:20][CH:19]=[CH:18][CH:17]=2)[C:12]([C:9]2[CH:10]=[CH:11][C:5]3[O:4][CH2:3][C:2](=[O:1])[NH:7][C:6]=3[CH:8]=2)=[CH:13][N:24]=1, predict the reactants needed to synthesize it. The reactants are: [O:1]=[C:2]1[NH:7][C:6]2[CH:8]=[C:9]([C:12](=[CH:15][C:16]3[CH:21]=[CH:20][CH:19]=[CH:18][CH:17]=3)[CH:13]=O)[CH:10]=[CH:11][C:5]=2[O:4][CH2:3]1.[C:22](=[S:25])([NH2:24])[CH3:23].Cl.C(O)C. (8) The reactants are: [CH3:1][O:2][C:3]1[CH:4]=[C:5]([C:13]([C:15]#[C:16][CH2:17][NH:18][S:19]([C:22]2[CH:27]=[CH:26][C:25]([O:28][CH3:29])=[CH:24][CH:23]=2)(=[O:21])=[O:20])=O)[CH:6]=[C:7]([O:11][CH3:12])[C:8]=1[O:9][CH3:10].[BrH:30].C([O-])(O)=O.[Na+].C(OCC)(=O)C. Given the product [Br:30][C:16]1[CH:15]=[C:13]([C:5]2[CH:4]=[C:3]([O:2][CH3:1])[C:8]([O:9][CH3:10])=[C:7]([O:11][CH3:12])[CH:6]=2)[N:18]([S:19]([C:22]2[CH:27]=[CH:26][C:25]([O:28][CH3:29])=[CH:24][CH:23]=2)(=[O:21])=[O:20])[CH:17]=1, predict the reactants needed to synthesize it.